From a dataset of Forward reaction prediction with 1.9M reactions from USPTO patents (1976-2016). Predict the product of the given reaction. (1) Given the reactants [CH3:1][C:2]([OH:13])([CH3:12])[CH2:3][N:4]1[CH:8]=[CH:7][C:6]([N+:9]([O-])=O)=[N:5]1, predict the reaction product. The product is: [NH2:9][C:6]1[CH:7]=[CH:8][N:4]([CH2:3][C:2]([CH3:12])([OH:13])[CH3:1])[N:5]=1. (2) Given the reactants [NH:1]([C:7]([O:9][C:10]([CH3:13])([CH3:12])[CH3:11])=[O:8])[CH2:2][CH2:3][C:4]([OH:6])=O.[C:14]([NH2:18])([CH3:17])([CH3:16])[CH3:15], predict the reaction product. The product is: [C:10]([O:9][C:7](=[O:8])[NH:1][CH2:2][CH2:3][C:4](=[O:6])[NH:18][C:14]([CH3:17])([CH3:16])[CH3:15])([CH3:13])([CH3:12])[CH3:11]. (3) Given the reactants [CH3:13][C:12]([O:11][C:9](O[C:9]([O:11][C:12]([CH3:15])([CH3:14])[CH3:13])=[O:10])=[O:10])([CH3:15])[CH3:14].[NH2:16][C@@H:17]([CH2:21][CH2:22][C@H:23]([S:39][S:40][CH3:41])[CH2:24][NH:25][C:26]([O:28][CH2:29][C:30]1[CH:35]=[CH:34][CH:33]=[CH:32][C:31]=1[N:36]=[N+:37]=[N-:38])=[O:27])[C:18]([OH:20])=[O:19].C(=O)(O)[O-].[Na+].S(=O)(=O)(O)[O-].[K+], predict the reaction product. The product is: [N:36]([C:31]1[CH:32]=[CH:33][CH:34]=[CH:35][C:30]=1[CH2:29][O:28][C:26]([NH:25][CH2:24][C@@H:23]([S:39][S:40][CH3:41])[CH2:22][CH2:21][C@H:17]([NH:16][C:9]([O:11][C:12]([CH3:13])([CH3:14])[CH3:15])=[O:10])[C:18]([OH:20])=[O:19])=[O:27])=[N+:37]=[N-:38]. (4) Given the reactants [OH:1][C@@H:2]([C:20]1[CH:25]=[CH:24][C:23]([O:26][C:27]([F:30])([F:29])[F:28])=[CH:22][CH:21]=1)[C@@H:3]([C:7]1[CH:19]=[CH:18][C:10]([C:11](OC(C)(C)C)=[O:12])=[CH:9][CH:8]=1)[CH2:4][CH2:5][CH3:6].P(=O)(O)(O)O.C1N=CN(C(N2C=NC=C2)=O)C=1.Cl.[NH2:49][CH2:50][CH2:51][C:52]([O:54][CH2:55][CH3:56])=[O:53], predict the reaction product. The product is: [OH:1][C@@H:2]([C:20]1[CH:21]=[CH:22][C:23]([O:26][C:27]([F:28])([F:29])[F:30])=[CH:24][CH:25]=1)[C@@H:3]([C:7]1[CH:8]=[CH:9][C:10]([C:11]([NH:49][CH2:50][CH2:51][C:52]([O:54][CH2:55][CH3:56])=[O:53])=[O:12])=[CH:18][CH:19]=1)[CH2:4][CH2:5][CH3:6]. (5) Given the reactants [CH:1]1([C:7]2[C:15]3[C:10](=[CH:11][C:12]([C:16]([O:18]C)=[O:17])=[CH:13][CH:14]=3)[N:9]([CH2:20][C:21]([OH:23])=O)[C:8]=2[C:24]2[CH:29]=[CH:28][CH:27]=[CH:26][CH:25]=2)[CH2:6][CH2:5][CH2:4][CH2:3][CH2:2]1.Cl.[CH3:31][NH:32][CH3:33].CN(C(ON1N=NC2C=CC=NC1=2)=[N+](C)C)C.F[P-](F)(F)(F)(F)F.CCN(C(C)C)C(C)C.B(Br)(Br)Br, predict the reaction product. The product is: [CH:1]1([C:7]2[C:15]3[C:10](=[CH:11][C:12]([C:16]([OH:18])=[O:17])=[CH:13][CH:14]=3)[N:9]([CH2:20][C:21]([N:32]([CH3:33])[CH3:31])=[O:23])[C:8]=2[C:24]2[CH:25]=[CH:26][CH:27]=[CH:28][CH:29]=2)[CH2:6][CH2:5][CH2:4][CH2:3][CH2:2]1.